This data is from Forward reaction prediction with 1.9M reactions from USPTO patents (1976-2016). The task is: Predict the product of the given reaction. (1) Given the reactants [NH2:1][C:2]1[CH:7]=[CH:6][C:5]([C:8]2[C:9]([NH2:24])=[N:10][C:11]([NH2:23])=[N:12][C:13]=2[CH2:14]OCC2C=CC=CC=2)=[CH:4][CH:3]=1.[CH3:25][C:26]1[CH:27]=[C:28]([CH:31]=[CH:32][C:33]=1[S:34]([CH3:37])(=[O:36])=[O:35])[CH:29]=O.F[C:39]1C=C(C=CC=1S(C)(=O)=O)C=O, predict the reaction product. The product is: [CH2:14]([C:13]1[N:12]=[C:11]([NH2:23])[N:10]=[C:9]([NH2:24])[C:8]=1[C:5]1[CH:4]=[CH:3][C:2]([NH:1][CH2:29][C:28]2[CH:31]=[CH:32][C:33]([S:34]([CH3:37])(=[O:36])=[O:35])=[C:26]([CH3:25])[CH:27]=2)=[CH:7][CH:6]=1)[CH3:39]. (2) Given the reactants [C:1]([C:3]1[CH:8]=[CH:7][C:6]([CH2:9]O)=[CH:5][CH:4]=1)#[CH:2].[C:11]1(=[O:21])[C:19]2[C:14](=[CH:15][CH:16]=[CH:17][CH:18]=2)[C:13](=[O:20])[NH:12]1.C1(P(C2C=CC=CC=2)C2C=CC=CC=2)C=CC=CC=1.N(/C(OC(C)(C)C)=O)=N\C(OC(C)(C)C)=O, predict the reaction product. The product is: [C:1]([C:3]1[CH:4]=[CH:5][C:6]([CH2:9][N:12]2[C:13](=[O:20])[C:14]3[C:19](=[CH:18][CH:17]=[CH:16][CH:15]=3)[C:11]2=[O:21])=[CH:7][CH:8]=1)#[CH:2]. (3) Given the reactants [C:1]([N:8]1[CH2:13][CH2:12][O:11][C@H:10]([C:14](O)=[O:15])[CH2:9]1)([O:3][C:4]([CH3:7])([CH3:6])[CH3:5])=[O:2].B, predict the reaction product. The product is: [OH:15][CH2:14][C@H:10]1[O:11][CH2:12][CH2:13][N:8]([C:1]([O:3][C:4]([CH3:7])([CH3:6])[CH3:5])=[O:2])[CH2:9]1. (4) Given the reactants [Cl:1][C:2]1[CH:3]=[C:4]([SH:8])[CH:5]=[CH:6][CH:7]=1.[OH-].[Na+].Br[C:12]1[C:16]2[CH:17]=[CH:18][CH:19]=[CH:20][C:15]=2[S:14][C:13]=1[N+:21]([O-:23])=[O:22], predict the reaction product. The product is: [Cl:1][C:2]1[CH:3]=[C:4]([S:8][C:12]2[C:16]3[CH:17]=[CH:18][CH:19]=[CH:20][C:15]=3[S:14][C:13]=2[N+:21]([O-:23])=[O:22])[CH:5]=[CH:6][CH:7]=1. (5) Given the reactants [N+:1]([C:4]1[CH:5]=[N:6][C:7]2[C:12]([C:13]=1[NH:14][CH2:15][CH:16]([CH3:18])[CH3:17])=[CH:11][CH:10]=[CH:9][CH:8]=2)([O-])=O.[C:19](OCC)(=[O:21])[CH3:20].S([O-])([O-])(=O)=O.[Mg+2].C(O)(=O)CO, predict the reaction product. The product is: [CH3:17][CH:16]([CH3:18])[CH2:15][N:14]1[C:13]2[C:12]3[CH:11]=[CH:10][CH:9]=[CH:8][C:7]=3[N:6]=[CH:5][C:4]=2[N:1]=[C:20]1[CH2:19][OH:21]. (6) Given the reactants Cl[C:2]1[CH:3]=[CH:4][C:5]2[N:6]([CH:8]=[CH:9][N:10]=2)[N:7]=1.[NH:11]1[CH2:16][CH2:15][NH:14][CH2:13][CH2:12]1, predict the reaction product. The product is: [N:11]1([C:2]2[CH:3]=[CH:4][C:5]3[N:6]([CH:8]=[CH:9][N:10]=3)[N:7]=2)[CH2:16][CH2:15][NH:14][CH2:13][CH2:12]1. (7) The product is: [F:42][C:38]([F:43])([CH3:26])[CH2:39][N:8]1[CH2:9][CH:4]([CH2:3][O:2][CH3:1])[O:5][C:6]2([CH2:14][CH2:15][N:16]([C:19]([O:21][C:22]([CH3:25])([CH3:24])[CH3:23])=[O:20])[CH2:17][CH2:18]2)[CH2:7]1. Given the reactants [CH3:1][O:2][CH2:3][CH:4]1[CH2:9][N:8](CC(=O)C)[CH2:7][C:6]2([CH2:18][CH2:17][N:16]([C:19]([O:21][C:22]([CH3:25])([CH3:24])[CH3:23])=[O:20])[CH2:15][CH2:14]2)[O:5]1.[CH2:26](N(S(F)(F)F)CC)C.[F-].[Cs+].F[C:38]([F:43])([F:42])[C:39](O)=O, predict the reaction product. (8) Given the reactants [Si]([O:18][CH2:19][C:20]1[C:21]([N:30]2[CH2:35][C@H:34]([CH3:36])[O:33][C@H:32]([CH3:37])[CH2:31]2)=[C:22]([F:29])[C:23](F)=C([CH:27]=1)C#N)(C(C)(C)C)(C1C=CC=CC=1)C1C=CC=CC=1.CC([O-])(C)C.[K+].[C:44]([NH:47][OH:48])(=O)[CH3:45].C[N:50](C=O)C, predict the reaction product. The product is: [NH2:50][C:44]1[C:45]2[CH:27]=[C:20]([CH2:19][OH:18])[C:21]([N:30]3[CH2:31][C@H:32]([CH3:37])[O:33][C@H:34]([CH3:36])[CH2:35]3)=[C:22]([F:29])[C:23]=2[O:48][N:47]=1. (9) Given the reactants [Si]([O:8][C@H:9]([C:36]1[CH:41]=[CH:40][C:39]([OH:42])=[C:38]([CH2:43][OH:44])[CH:37]=1)[CH2:10][NH:11][C@H:12]([CH3:35])[CH2:13][C:14]1[CH:15]=[C:16]([CH2:20][CH2:21][C:22]([NH:24][CH2:25][C:26]2[CH:31]=[CH:30][CH:29]=[CH:28][C:27]=2[O:32][CH2:33][CH3:34])=[O:23])[CH:17]=[CH:18][CH:19]=1)(C(C)(C)C)(C)C.CO.O.ClCCl, predict the reaction product. The product is: [NH3:11].[CH2:33]([O:32][C:27]1[CH:28]=[CH:29][CH:30]=[CH:31][C:26]=1[CH2:25][NH:24][C:22](=[O:23])[CH2:21][CH2:20][C:16]1[CH:17]=[CH:18][CH:19]=[C:14]([CH2:13][C@H:12]([NH:11][CH2:10][C@H:9]([OH:8])[C:36]2[CH:41]=[CH:40][C:39]([OH:42])=[C:38]([CH2:43][OH:44])[CH:37]=2)[CH3:35])[CH:15]=1)[CH3:34].